This data is from Full USPTO retrosynthesis dataset with 1.9M reactions from patents (1976-2016). The task is: Predict the reactants needed to synthesize the given product. (1) Given the product [CH3:1][N:2]([CH3:16])[C:3]1[C:4]([C:12]([F:13])([F:14])[F:15])=[CH:5][C:6]([N+:9]([O-:11])=[O:10])=[C:7]([CH2:23][C:24]#[N:25])[CH:8]=1, predict the reactants needed to synthesize it. The reactants are: [CH3:1][N:2]([CH3:16])[C:3]1[CH:8]=[CH:7][C:6]([N+:9]([O-:11])=[O:10])=[CH:5][C:4]=1[C:12]([F:15])([F:14])[F:13].ClC1C=CC(O[CH2:23][C:24]#[N:25])=CC=1.CC(C)([O-])C.[K+].O. (2) Given the product [F:11][C:10]1[CH:9]=[C:8]([NH:12][S:13]([CH3:16])(=[O:15])=[O:14])[C:7]([CH3:17])=[CH:6][C:5]=1[C@H:3]([NH:2][C:54]([CH:49]1[CH2:48][CH2:47][C:46]2[N:45]=[C:44]([C:43]([F:58])([F:42])[F:57])[CH:53]=[CH:52][C:51]=2[CH2:50]1)=[O:55])[CH3:4], predict the reactants needed to synthesize it. The reactants are: Cl.[NH2:2][C@@H:3]([C:5]1[C:10]([F:11])=[CH:9][C:8]([NH:12][S:13]([CH3:16])(=[O:15])=[O:14])=[C:7]([CH3:17])[CH:6]=1)[CH3:4].F[P-](F)(F)(F)(F)F.C[N+](C)=C(N(C)C)ON1C2N=CC=CC=2N=N1.[F:42][C:43]([F:58])([F:57])[C:44]1[CH:53]=[CH:52][C:51]2[CH2:50][CH:49]([C:54](O)=[O:55])[CH2:48][CH2:47][C:46]=2[N:45]=1.C(N(CC)C(C)C)(C)C.CN1CCCC1=O. (3) Given the product [C:27]([O:33][C:32]([N:52]([C@@H:50]([C:40]1[C:49]2[C:44](=[CH:45][CH:46]=[CH:47][CH:48]=2)[CH:43]=[CH:42][CH:41]=1)[CH3:51])[C@H:53]1[CH2:57][CH2:56][N:55]([C:58]([O:60][C:61]([CH3:63])([CH3:62])[CH3:64])=[O:59])[CH2:54]1)=[O:31])([CH3:26])([CH3:18])[CH3:22].[C:27]([O:33][C:32]([N:52]([C@@H:50]([C:40]1[C:49]2[C:44](=[CH:45][CH:46]=[CH:47][CH:48]=2)[CH:43]=[CH:42][CH:41]=1)[CH3:51])[C@@H:53]1[CH2:57][CH2:56][N:55]([C:58]([O:60][C:61]([CH3:63])([CH3:62])[CH3:64])=[O:59])[CH2:54]1)=[O:31])([CH3:26])([CH3:18])[CH3:22], predict the reactants needed to synthesize it. The reactants are: C(C1C=CC(N2CC[C@H](N[C@@H]([C:18]3[C:27]4[C:22](=CC=C[CH:26]=4)C=CC=3)C)C2)=CC=1)(=O)C.ClC(Cl)([O:31][C:32](=O)[O:33]C(Cl)(Cl)Cl)Cl.[C:40]1([CH:50]([NH:52][C@@H:53]2[CH2:57][CH2:56][N:55]([C:58]([O:60][C:61]([CH3:64])([CH3:63])[CH3:62])=[O:59])[CH2:54]2)[CH3:51])[C:49]2[C:44](=[CH:45][CH:46]=[CH:47][CH:48]=2)[CH:43]=[CH:42][CH:41]=1.C(N(CC)CC)C. (4) Given the product [F:1][C:2]([F:11])([F:12])[CH:3]([C:5]1[CH:10]=[CH:9][CH:8]=[CH:7][CH:6]=1)[O:4][C:14]1[N:15]=[C:16]([OH:24])[C:17]2[CH:23]=[CH:22][N:21]=[CH:20][C:18]=2[N:19]=1, predict the reactants needed to synthesize it. The reactants are: [F:1][C:2]([F:12])([F:11])[CH:3]([C:5]1[CH:10]=[CH:9][CH:8]=[CH:7][CH:6]=1)[OH:4].Cl[C:14]1[N:15]=[C:16]([OH:24])[C:17]2[CH:23]=[CH:22][N:21]=[CH:20][C:18]=2[N:19]=1. (5) Given the product [CH2:36]([N:38]([CH2:43][CH3:44])[CH2:39][CH2:40][CH2:41][NH:42][C:27]([NH:11][C:7]1[CH:6]=[C:5]([O:4][C:3]2[CH:12]=[CH:13][C:14]([N+:16]([O-:18])=[O:17])=[CH:15][C:2]=2[F:1])[CH:10]=[CH:9][N:8]=1)=[O:28])[CH3:37], predict the reactants needed to synthesize it. The reactants are: [F:1][C:2]1[CH:15]=[C:14]([N+:16]([O-:18])=[O:17])[CH:13]=[CH:12][C:3]=1[O:4][C:5]1[CH:10]=[CH:9][N:8]=[C:7]([NH2:11])[CH:6]=1.C(N(CC)CC)C.Cl[C:27](OC1C=CC=CC=1)=[O:28].[CH2:36]([N:38]([CH2:43][CH3:44])[CH2:39][CH2:40][CH2:41][NH2:42])[CH3:37].